This data is from Experimentally validated miRNA-target interactions with 360,000+ pairs, plus equal number of negative samples. The task is: Binary Classification. Given a miRNA mature sequence and a target amino acid sequence, predict their likelihood of interaction. (1) The miRNA is hsa-miR-760 with sequence CGGCUCUGGGUCUGUGGGGA. The protein sequence of the target gene is MRECISIHVGQAGVQIGNACWELYCLEHGIQPDGQMPSDKTIGGGDDSFNTFFSETGAGKHVPRAVFVDLEPTVIDEVRTGTYRQLFHPEQLITGKEDAANNYARGHYTIGKEIIDLVLDRIRKLADQCTGLQGFLVFHSFGGGTGSGFTSLLMERLSVDYGKKSKLEFSIYPAPQVSTAVVEPYNSILTTHTTLEHSDCAFMVDNEAIYDICRRNLDIERPTYTNLNRLISQIVSSITASLRFDGALNVDLTEFQTNLVPYPRIHFPLATYAPVISAEKAYHEQLSVAEITNACFEPAN.... Result: 1 (interaction). (2) The miRNA is hsa-miR-105-3p with sequence ACGGAUGUUUGAGCAUGUGCUA. The protein sequence of the target gene is MASLDDPGEVREGFLCPLCLKDLQSFYQLHSHYEEEHSGEDRDVKGQIKSLVQKAKKAKDRLLKREGDDRAESGTQGYESFSYGGVDPYMWEPQELGAVRSHLSDFKKHRAARIDHYVVEVNKLIIRLEKLTAFDRTNTESAKIRAIEKSVVPWVNDQDVPFCPDCGNKFSIRNRRHHCRLCGSIMCKKCMELISLPLANKLTSASKESLSTHTSPSQSPNSVHGSRRGSISSMSSVSSVLDEKDDDRIRCCTHCKDTLLKREQQIDEKEHTPDIVKLYEKLRLCMEKVDQKAPEYIRMA.... Result: 0 (no interaction). (3) The miRNA is hsa-miR-4735-5p with sequence CCUAAUUUGAACACCUUCGGUA. The protein sequence of the target gene is MKNKGAKQKLKRKGAASAFGCDLTEYLESSGQDVPYVLKSCAEFIETHGIVDGIYRLSGVTSNIQRLRQEFGSDQCPDLTREVYLQDIHCVGSLCKLYFRELPNPLLTYELYEKFTEAVSHCPEEGQLARIQNVIQELPPSHYRTLEYLIRHLAHIASFSSKTNMHARNLALVWAPNLLRSKEIEATGCNGDAAFLAVRVQQVVIEFILNHVDQIFNNGAPGSLENDENRPIMKSLTLPALSLPMKLVSLEEAQARSLATNHPARKERRENSLPEIVPPMGTLFHTVLELPDNKRKLSSK.... Result: 1 (interaction). (4) The miRNA is hsa-miR-4795-5p with sequence AGAAGUGGCUAAUAAUAUUGA. The protein sequence of the target gene is MHDAFEPVPILEKLPLQIDCLAAWEEWLLVGTKQGHLLLYRIRKDVVPADVASPESGSCNRFEVTLEKSNKNFSKKIQQIHVVSQFKILVSLLENNIYVHDLLTFQQITTVSKAKGASLFTCDLQHTETGEEVLRMCVAVKKKLQLYFWKDREFHELQGDFSVPDVPKSMAWCENSICVGFKRDYYLIRVDGKGSIKELFPTGKQLEPLVAPLADGKVAVGQDDLTVVLNEEGICTQKCALNWTDIPVAMEHQPPYIIAVLPRYVEIRTFEPRLLVQSIELQRPRFITSGGSNIIYVASN.... Result: 1 (interaction). (5) The miRNA is hsa-miR-6787-3p with sequence UCUCAGCUGCUGCCCUCUCCAG. The protein sequence of the target gene is MGSQVLQILRQGVWASLTGGWFFDPHQSTFSNCFHLYVWIFLLIFPFLLYMVLPPSLMVAGVYCLVVAVIFATIKTVNYRLHAMFDQGEIVEKRSSTMGELEEEPAQGDSNPPRDPGVEMTVFRKVSSTPPVRCSSQHSVFGFNQVSELLPRMEDSGPLRDIKELVREQGSNNVIVTSADREMLKLSSQEKLIGDLPQTPPGAVPDPSLASTDSSEPSPLAGDGAPWSGSSMADTPMSPLLKGSLSQELSKSFLTLTQPDRALVRTSSRREQRRGAGGYQPLDRRGSGEPTPQKAGSSDS.... Result: 0 (no interaction). (6) The miRNA is mmu-miR-329-3p with sequence AACACACCCAGCUAACCUUUUU. The protein sequence of the target gene is MPRSFLVKKIKADGFQCSGVSAPTYHPLETAYVLPGTRGPPGDNGYVAHCLPPSGYDGEQKPGLELAPAEPAYPAAASEEYSDPESPQSSLSARYFRGEAAVTDSYSMDAFFISDGRSRRRRAGAGGDAAGAGDAGGGGGGGGGGERAGRSGATAGGGHRHACAECGKTYATSSNLSRHKQTHRSLDSQLARKCPTCGKAYVSMPALAMHVLTHNLRHKCGVCGKAFSRPWLLQGHMRSHTGEKPFGCAHCGKAFADRSNLRAHMQTHSAFKHYRCRQCDKSFALKSYLHKHCEAACVKA.... Result: 1 (interaction). (7) The miRNA is hsa-miR-122-5p with sequence UGGAGUGUGACAAUGGUGUUUG. The protein sequence of the target gene is MAARRALHFVFKVGNRFQTARFYRDVLGMKVESCSVARLECSGAISAHCSDYTRITEDSFSKPYDGKWSKTMVGFGPEDDHFVAELTYNYGVGDYKLGNDFMGITLASSQAVSNARKLEWPLTEVAEGVFETEAPGGYKFYLQNRSLPQSDPVLKVTLAVSDLQKSLNYWCNLLGMKIYEKDEEKQRALLGYADNQCKLELQGVKGGVDHAAAFGRIAFSCPQKELPDLEDLMKRENQKILTPLVSLDTPGKATVQVVILADPDGHEICFVGDEAFRELSKMDPEGSKLLDDAMAADKSD.... Result: 1 (interaction). (8) The miRNA is hsa-miR-3928-3p with sequence GGAGGAACCUUGGAGCUUCGGC. The protein sequence of the target gene is MTVPVRGFSLLRGRLGRAPALGRSTAPSVRAPGEPGSAFRGFRSSGVRHEAIIISGTEMAKHIQKEIQRGVESWVSLGNRRPHLSIILVGDNPASHTYVRNKIRAASAVGICSELILKPKDVSQEELLDVTDQLNMDPRVSGILVQLPLPDHVDERTICNGIAPEKDVDGFHIINIGRLCLDQHSLIPATASAVWEIIKRTGIQTFGKNVVVAGRSKNVGMPIAMLLHTDGEHERPGGDATVTIAHRYTPKEQLKIHTQLADIIIVAAGIPKLITSDMVKEGAAVIDVGINYVHDPVTGK.... Result: 0 (no interaction). (9) The miRNA is mmu-miR-29c-3p with sequence UAGCACCAUUUGAAAUCGGUUA. The protein sequence of the target gene is MPGGCSRGPAAGDGRLRLARLALVLLGWVSSSSPTSSASSFSSSAPFLASAVSAQPPLPDQCPALCECSEAARTVKCVNRNLTEVPTDLPAYVRNLFLTGNQLAVLPAGAFARRPPLAELAALNLSGSRLDEVRAGAFEHLPSLRQLDLSHNPLADLSPFAFSGSNASVSAPSPLVELILNHIVPPEDERQNRSFEGMVVAALLAGRALQGLRRLELASNHFLYLPRDVLAQLPSLRHLDLSNNSLVSLTYVSFRNLTHLESLHLEDNALKVLHNGTLAELQGLPHIRVFLDNNPWVCDC.... Result: 0 (no interaction). (10) The miRNA is hsa-miR-3126-5p with sequence UGAGGGACAGAUGCCAGAAGCA. The protein sequence of the target gene is MEERKEEGEAEIQEHGPEHWFSKWERQCLAEAEQDEQLSPELQEEAAAAAQPEHKQQKLWHLFQNSATAVAQLYKDRVCQQPGLSLWVPFQNAATAVTNLYKESVDTHQRSFDIGIQIGYQRRNKDVLAWVKKRRRTIRREDLISFLCGKVPPPRNSRAPPRLTVVSPNRATSTETSSSVETDLQPFREAIALHGLSGAMASISVRSSTPGSPTHVSSGPNASRRRNGLHDVDLNTFITEEMALHLDNGGTRKRTSAQCGDVITDSPTHKRNRML. Result: 0 (no interaction).